From a dataset of Forward reaction prediction with 1.9M reactions from USPTO patents (1976-2016). Predict the product of the given reaction. (1) The product is: [C:74]([CH2:73][CH2:72][CH2:71][C:67]1[CH:66]=[C:65](/[C:10](/[CH:37]=[CH:38]/[CH:39]=[C:40]2\[C:41]([CH3:59])([CH3:58])[C:42]3[C:43](=[N:57]\2)[N:44]([CH2:49][CH2:50][CH2:51][CH2:52][S:53]([O-:56])(=[O:55])=[O:54])[CH:45]=[C:46]([Cl:48])[CH:47]=3)=[CH:11]\[CH:12]=[CH:13]\[C:14]2[C:22]([CH3:24])([CH3:23])[C:21]3[C:16](=[CH:17][CH:18]=[C:19]([S:25]([O-:28])(=[O:26])=[O:27])[CH:20]=3)[N+:15]=2[CH2:29][CH2:30][CH2:31][CH2:32][S:33]([O-:36])(=[O:34])=[O:35])[CH:70]=[CH:69][CH:68]=1)([OH:76])=[O:75].[Na+:60].[Na+:60]. Given the reactants C(C1C=C(/[C:10](/[CH:37]=[CH:38]/[CH:39]=[C:40]2\[C:41]([CH3:59])([CH3:58])[C:42]3[C:43](=[N:57]\2)[N:44]([CH2:49][CH2:50][CH2:51][CH2:52][S:53]([O-:56])(=[O:55])=[O:54])[CH:45]=[C:46]([Cl:48])[CH:47]=3)=[CH:11]\[CH:12]=[CH:13]\[C:14]2[C:22]([CH3:24])([CH3:23])[C:21]3[C:16](=[CH:17][CH:18]=[C:19]([S:25]([O-:28])(=[O:27])=[O:26])[CH:20]=3)[N+:15]=2[CH2:29][CH2:30][CH2:31][CH2:32][S:33]([O-:36])(=[O:35])=[O:34])C=CC=1)(O)=O.[Na+:60].[Na+].B([C:65]1[CH:66]=[C:67]([CH2:71][CH2:72][CH2:73][C:74]([OH:76])=[O:75])[CH:68]=[CH:69][CH:70]=1)(O)O, predict the reaction product. (2) Given the reactants Br[C:2]1[CH:3]=[C:4]2[S:10][C:9]([NH:11][CH2:12][C:13]3[CH:18]=[CH:17][C:16]([O:19][CH3:20])=[CH:15][CH:14]=3)=[C:8]([C:21]([O:23][CH2:24][CH3:25])=[O:22])[C:5]2=[N:6][CH:7]=1.C([O-])([O-])=O.[Cs+].[Cs+].C1(C)C=CC=CC=1.[NH:39]1[CH2:44][CH2:43][O:42][CH2:41][CH2:40]1, predict the reaction product. The product is: [CH3:20][O:19][C:16]1[CH:17]=[CH:18][C:13]([CH2:12][NH:11][C:9]2[S:10][C:4]3[C:5](=[N:6][CH:7]=[C:2]([N:39]4[CH2:44][CH2:43][O:42][CH2:41][CH2:40]4)[CH:3]=3)[C:8]=2[C:21]([O:23][CH2:24][CH3:25])=[O:22])=[CH:14][CH:15]=1. (3) Given the reactants [CH:1]1[C:10]2[C:5](=[CH:6][CH:7]=[CH:8][CH:9]=2)[CH:4]=[CH:3][C:2]=1[C:11]1[C:15]2=[N:16][CH:17]=[CH:18][CH:19]=[C:14]2[N:13](C(C2C=CC=CC=2)(C2C=CC=CC=2)C2C=CC=CC=2)[N:12]=1.P(Cl)(Cl)([Cl:41])=O, predict the reaction product. The product is: [Cl:41][C:17]1[N:16]=[C:15]2[C:11]([C:2]3[CH:3]=[CH:4][C:5]4[C:10](=[CH:9][CH:8]=[CH:7][CH:6]=4)[CH:1]=3)=[N:12][NH:13][C:14]2=[CH:19][CH:18]=1. (4) Given the reactants [Cl:1][C:2]1[CH:7]=[C:6]([Cl:8])[CH:5]=[CH:4][C:3]=1[CH:9]=[C:10]([CH3:16])[CH:11]=[CH:12][C:13]([OH:15])=O.C(Cl)(=O)C(Cl)=O.[Cl:23][C:24]1[CH:29]=[CH:28][C:27]([CH:30]=[CH:31][CH2:32][NH2:33])=[CH:26][CH:25]=1.CCN(CC)CC, predict the reaction product. The product is: [Cl:23][C:24]1[CH:25]=[CH:26][C:27]([CH:30]=[CH:31][CH2:32][NH:33][C:13](=[O:15])[CH:12]=[CH:11][C:10]([CH3:16])=[CH:9][C:3]2[CH:4]=[CH:5][C:6]([Cl:8])=[CH:7][C:2]=2[Cl:1])=[CH:28][CH:29]=1. (5) Given the reactants [CH2:1]([N:3]([C:29](=O)[C:30]1[CH:35]=[CH:34][C:33]([OH:36])=[C:32]([F:37])[CH:31]=1)[C:4]1[CH:9]=[C:8]([O:10][CH3:11])[CH:7]=[CH:6][C:5]=1[C@@H:12]1[CH2:21][CH2:20][C:19]2[CH:18]=[C:17]([O:22]C(=O)C(C)(C)C)[CH:16]=[CH:15][C:14]=2[CH2:13]1)[CH3:2].Cl[CH2:40][C:41]([N:43]([CH3:51])[CH2:44][CH:45]1[CH2:50][CH2:49][O:48][CH2:47][CH2:46]1)=O, predict the reaction product. The product is: [CH2:1]([N:3]([CH2:29][C:30]1[CH:35]=[CH:34][C:33]([O:36][CH2:40][CH2:41][N:43]([CH3:51])[CH2:44][CH:45]2[CH2:50][CH2:49][O:48][CH2:47][CH2:46]2)=[C:32]([F:37])[CH:31]=1)[C:4]1[CH:9]=[C:8]([O:10][CH3:11])[CH:7]=[CH:6][C:5]=1[C@@H:12]1[CH2:21][CH2:20][C:19]2[CH:18]=[C:17]([OH:22])[CH:16]=[CH:15][C:14]=2[CH2:13]1)[CH3:2].